From a dataset of Full USPTO retrosynthesis dataset with 1.9M reactions from patents (1976-2016). Predict the reactants needed to synthesize the given product. (1) Given the product [Br:1][C:2]1[CH:3]=[CH:4][C:5]([CH2:9][OH:10])=[N:6][C:7]=1[Cl:8], predict the reactants needed to synthesize it. The reactants are: [Br:1][C:2]1[CH:3]=[CH:4][C:5]([C:9](OC)=[O:10])=[N:6][C:7]=1[Cl:8].[H-].C([Al+]CC(C)C)C(C)C. (2) Given the product [O:1]1[CH2:6][CH2:5][CH2:4][CH2:3][CH:2]1[CH2:7][O:8][S:16]([CH3:19])(=[O:18])=[O:17], predict the reactants needed to synthesize it. The reactants are: [O:1]1[CH2:6][CH2:5][CH2:4][CH2:3][CH:2]1[CH2:7][OH:8].C(N(CC)CC)C.[S:16](Cl)([CH3:19])(=[O:18])=[O:17].O. (3) Given the product [Cl:12][C:7]1[C:6]([CH2:13][C:14]([F:17])([F:16])[F:15])=[C:5]([O:18][CH3:19])[C:4]2[C:9](=[CH:10][CH:11]=[C:2]([CH:31]([C:30]3[N:26]([CH3:25])[C:27]([CH3:33])=[N:28][CH:29]=3)[OH:32])[CH:3]=2)[N:8]=1, predict the reactants needed to synthesize it. The reactants are: Br[C:2]1[CH:3]=[C:4]2[C:9](=[CH:10][CH:11]=1)[N:8]=[C:7]([Cl:12])[C:6]([CH2:13][C:14]([F:17])([F:16])[F:15])=[C:5]2[O:18][CH3:19].[Li]CCCC.[CH3:25][N:26]1[C:30]([CH:31]=[O:32])=[CH:29][N:28]=[C:27]1[CH3:33]. (4) The reactants are: F[C:2]1[CH:18]=[C:17]([N+:19]([O-])=O)[CH:16]=[CH:15][C:3]=1[O:4][C:5]1[N:6]=[CH:7][CH:8]=[C:9]2[CH:13]=[CH:12][N:11]([CH3:14])[C:10]=12.N1C2=C(OC3C=CC(N)=CC=3[F:39])N=CC=C2C=C1. Given the product [F:39][C:16]1[CH:15]=[C:3]([O:4][C:5]2[N:6]=[CH:7][CH:8]=[C:9]3[CH:13]=[CH:12][N:11]([CH3:14])[C:10]=23)[CH:2]=[CH:18][C:17]=1[NH2:19], predict the reactants needed to synthesize it. (5) The reactants are: [CH2:1]([C:4]1([CH2:17][CH3:18])[CH2:13][CH2:12][C:11]2[C:6](=[CH:7][CH:8]=[C:9]([O:14][CH3:15])[CH:10]=2)[C:5]1=[O:16])[CH:2]=[CH2:3].C1(=O)C=CC(=[O:25])C=C1.O.Cl(O)(=O)(=O)=O. Given the product [CH2:17]([C:4]1([CH2:1][C:2](=[O:25])[CH3:3])[CH2:13][CH2:12][C:11]2[C:6](=[CH:7][CH:8]=[C:9]([O:14][CH3:15])[CH:10]=2)[C:5]1=[O:16])[CH3:18], predict the reactants needed to synthesize it. (6) Given the product [Br:16][C:13]1[CH:14]=[CH:15][C:10]([O:8][C:3]2[CH:4]=[CH:5][CH:6]=[CH:7][C:2]=2[F:1])=[N:11][CH:12]=1, predict the reactants needed to synthesize it. The reactants are: [F:1][C:2]1[CH:7]=[CH:6][CH:5]=[CH:4][C:3]=1[OH:8].Br[C:10]1[CH:15]=[CH:14][C:13]([Br:16])=[CH:12][N:11]=1.CN(C)C=O.[H-].[Na+]. (7) Given the product [F:38][C:6]([F:5])([CH:12]([OH:37])[C:13]1[CH:18]=[CH:17][C:16]([C:19]2[CH:24]=[C:23]([NH:25][C:26]3[N:31]=[C:30]([C:32]([F:33])([F:34])[F:35])[CH:29]=[CH:28][N:27]=3)[CH:22]=[C:21]([CH3:36])[CH:20]=2)=[CH:15][N:14]=1)[C:7]([OH:9])=[O:8], predict the reactants needed to synthesize it. The reactants are: [OH-].[Na+].CO.[F:5][C:6]([F:38])([CH:12]([OH:37])[C:13]1[CH:18]=[CH:17][C:16]([C:19]2[CH:24]=[C:23]([NH:25][C:26]3[N:31]=[C:30]([C:32]([F:35])([F:34])[F:33])[CH:29]=[CH:28][N:27]=3)[CH:22]=[C:21]([CH3:36])[CH:20]=2)=[CH:15][N:14]=1)[C:7]([O:9]CC)=[O:8]. (8) Given the product [Cl:1][C:2]1[CH:3]=[CH:4][C:5]([C:8](=[O:20])[C:9]2[CH:14]=[CH:13][C:12]([SH:15])=[CH:11][CH:10]=2)=[CH:6][CH:7]=1, predict the reactants needed to synthesize it. The reactants are: [Cl:1][C:2]1[CH:7]=[CH:6][C:5]([C:8](=[O:20])[C:9]2[CH:14]=[CH:13][C:12]([S:15]C(Cl)(Cl)Cl)=[CH:11][CH:10]=2)=[CH:4][CH:3]=1. (9) Given the product [CH2:21]([N:15]1[CH:14]=[C:13]([C:11]2[N:10]3[CH:18]=[CH:19][N:20]=[C:9]3[CH:8]=[C:7]([C:5]3[CH:4]=[N:3][N:2]([CH3:1])[CH:6]=3)[N:12]=2)[CH:17]=[N:16]1)[CH3:22], predict the reactants needed to synthesize it. The reactants are: [CH3:1][N:2]1[CH:6]=[C:5]([C:7]2[N:12]=[C:11]([C:13]3[CH:14]=[N:15][NH:16][CH:17]=3)[N:10]3[CH:18]=[CH:19][N:20]=[C:9]3[CH:8]=2)[CH:4]=[N:3]1.[CH:21]1(C(C)=CC#N)C[CH2:22]1.C1CCN2C(=NCCC2)CC1. (10) Given the product [CH3:1][O:2][C:3]1[CH:4]=[CH:5][C:6]([NH:9][C:10]2[C:11](=[O:22])[N:12]([CH2:24][C:25]3[CH:30]=[CH:29][N:28]=[CH:27][CH:26]=3)[C:13](=[O:21])[C:14]=2[C:15]2[CH:20]=[CH:19][CH:18]=[CH:17][CH:16]=2)=[CH:7][CH:8]=1, predict the reactants needed to synthesize it. The reactants are: [CH3:1][O:2][C:3]1[CH:8]=[CH:7][C:6]([NH:9][C:10]2[C:11](=[O:22])[NH:12][C:13](=[O:21])[C:14]=2[C:15]2[CH:20]=[CH:19][CH:18]=[CH:17][CH:16]=2)=[CH:5][CH:4]=1.O[CH2:24][C:25]1[CH:30]=[CH:29][N:28]=[CH:27][CH:26]=1.N(C(OCC)=O)=NC(OCC)=O.C1(P(C2C=CC=CC=2)C2C=CC=CC=2)C=CC=CC=1.